From a dataset of Experimentally validated miRNA-target interactions with 360,000+ pairs, plus equal number of negative samples. Binary Classification. Given a miRNA mature sequence and a target amino acid sequence, predict their likelihood of interaction. The miRNA is mmu-miR-758-3p with sequence UUUGUGACCUGGUCCACUA. The protein sequence of the target gene is MKSCGVSLATAAAAAAAAAFGDEEKKMAAGKASGESEEASPSLTAEEREALGGLDSRLFGFVRFHEDGARMKALLGKAVRCYESLILKAEGKVESDFFCQLGHFNLLLEDYPKALSAYQRYYSLQSDYWKNAAFLYGLGLVYFHYNAFQWAIKAFQEVLYVDPSFCRAKEIHLRLGLMFKVNTDYESSLKHFQLALVDCNPCTLSNAEIQFHIAHLYETQRKYHSAKEAYEQLLQTENLSAQVKATILQQLGWMHHTVDLLGDKATKESYAIQYLQKSLEADPNSGQSWYFLGRCYSSIG.... Result: 1 (interaction).